The task is: Predict the product of the given reaction.. This data is from Forward reaction prediction with 1.9M reactions from USPTO patents (1976-2016). (1) Given the reactants [Cl:1][C:2]1[CH:9]=[CH:8][C:5]([CH:6]=O)=[CH:4][C:3]=1[F:10].[NH:11]1[CH2:16][CH2:15][O:14][CH2:13][CH2:12]1.C(O[BH-](OC(=O)C)OC(=O)C)(=O)C.[Na+].Cl, predict the reaction product. The product is: [Cl:1][C:2]1[CH:9]=[CH:8][C:5]([CH2:6][N:11]2[CH2:16][CH2:15][O:14][CH2:13][CH2:12]2)=[CH:4][C:3]=1[F:10]. (2) Given the reactants [CH2:1]([C:3]1[CH:4]=[C:5]([OH:25])[CH:6]=[C:7]([CH2:23][CH3:24])[C:8]=1[O:9][CH2:10][CH2:11][CH2:12][CH2:13][O:14][CH2:15][CH:16]([O:20][CH2:21][CH3:22])[O:17][CH2:18][CH3:19])[CH3:2].[Cl:26][C:27]([Cl:31])=[CH:28][CH2:29]Cl.C(=O)([O-])[O-].[K+].[K+].CN(C)C=O, predict the reaction product. The product is: [CH2:23]([C:7]1[CH:6]=[C:5]([O:25][CH2:29][CH:28]=[C:27]([Cl:31])[Cl:26])[CH:4]=[C:3]([CH2:1][CH3:2])[C:8]=1[O:9][CH2:10][CH2:11][CH2:12][CH2:13][O:14][CH2:15][CH:16]([O:20][CH2:21][CH3:22])[O:17][CH2:18][CH3:19])[CH3:24]. (3) Given the reactants F[C:2]1[N:7]2[CH:8]=[C:9]([CH2:11][N:12]3[C@H:25]4[C@H:16]([CH2:17][CH2:18][C:19]5[C:24]4=[N:23][CH:22]=[CH:21][CH:20]=5)[CH2:15][CH2:14][CH2:13]3)[N:10]=[C:6]2[CH:5]=[CH:4][CH:3]=1.[NH:26]1[CH2:30][CH2:29][C@H:28]([NH:31]C(=O)OC(C)(C)C)[CH2:27]1.FC(F)(F)C(O)=O, predict the reaction product. The product is: [N:12]1([CH2:11][C:9]2[N:10]=[C:6]3[CH:5]=[CH:4][CH:3]=[C:2]([N:26]4[CH2:30][CH2:29][C@H:28]([NH2:31])[CH2:27]4)[N:7]3[CH:8]=2)[C@H:25]2[C@H:16]([CH2:17][CH2:18][C:19]3[C:24]2=[N:23][CH:22]=[CH:21][CH:20]=3)[CH2:15][CH2:14][CH2:13]1. (4) Given the reactants Br[C:2]1[N:6]([CH:7]([CH3:9])[CH3:8])[C:5]2[CH:10]([C:21]3[CH:26]=[CH:25][C:24]([Cl:27])=[CH:23][C:22]=3[F:28])[N:11]([C:14]3[N:15]([CH3:20])[N:16]=[C:17]([CH3:19])[CH:18]=3)[C:12](=[O:13])[C:4]=2[CH:3]=1.[CH3:29][O:30][C:31]1[C:36](B2OC(C)(C)C(C)(C)O2)=[CH:35][N:34]=[C:33]([N:46]([CH3:48])[CH3:47])[N:32]=1.BrC1N(C(C)C)C2C(C3C=CC(Cl)=CC=3)N(C3C=C(Cl)C=CC=3C)C(=O)C=2C=1.COC1C(B2OC(C)(C)C(C)(C)O2)=CN=C(N)N=1, predict the reaction product. The product is: [Cl:27][C:24]1[CH:25]=[CH:26][C:21]([CH:10]2[C:5]3[N:6]([CH:7]([CH3:9])[CH3:8])[C:2]([C:36]4[C:31]([O:30][CH3:29])=[N:32][C:33]([N:46]([CH3:47])[CH3:48])=[N:34][CH:35]=4)=[CH:3][C:4]=3[C:12](=[O:13])[N:11]2[C:14]2[N:15]([CH3:20])[N:16]=[C:17]([CH3:19])[CH:18]=2)=[C:22]([F:28])[CH:23]=1. (5) Given the reactants C1C=C(Cl)C=C(C(OO)=[O:9])C=1.[CH2:12]([O:19][C:20]1[CH:21]=[CH:22][C:23]2[C:24]3[S:32][C:31]([CH2:33][CH3:34])=[N:30][C:25]=3[CH:26]=[N:27][C:28]=2[CH:29]=1)[C:13]1[CH:18]=[CH:17][CH:16]=[CH:15][CH:14]=1, predict the reaction product. The product is: [CH2:12]([O:19][C:20]1[CH:21]=[CH:22][C:23]2[C:24]3[S:32][C:31]([CH2:33][CH3:34])=[N:30][C:25]=3[CH:26]=[N+:27]([O-:9])[C:28]=2[CH:29]=1)[C:13]1[CH:14]=[CH:15][CH:16]=[CH:17][CH:18]=1. (6) Given the reactants [F:1][C:2]([F:22])([F:21])[O:3][C:4]1[CH:9]=[CH:8][C:7]([N:10]2[CH2:14][CH2:13][C:12]3([CH2:19][CH2:18][NH:17][CH2:16][CH2:15]3)[C:11]2=[O:20])=[CH:6][CH:5]=1.Br[C:24]1[CH:29]=[CH:28][CH:27]=[CH:26][C:25]=1[O:30][CH3:31], predict the reaction product. The product is: [CH3:31][O:30][C:25]1[CH:26]=[CH:27][CH:28]=[CH:29][C:24]=1[N:17]1[CH2:16][CH2:15][C:12]2([C:11](=[O:20])[N:10]([C:7]3[CH:8]=[CH:9][C:4]([O:3][C:2]([F:1])([F:21])[F:22])=[CH:5][CH:6]=3)[CH2:14][CH2:13]2)[CH2:19][CH2:18]1. (7) Given the reactants [CH3:1][O:2][C:3]1[CH:4]=[CH:5][C:6]([CH2:10][CH2:11][C:12]2[CH:17]=[CH:16][C:15]([O:18][CH3:19])=[CH:14][CH:13]=2)=[C:7]([NH2:9])[CH:8]=1.Cl.[N:21]1([CH2:27][CH2:28][O:29][C:30]2[CH:38]=[CH:37][C:33]([C:34](Cl)=O)=[CH:32][CH:31]=2)[CH2:26][CH2:25][CH2:24][CH2:23][CH2:22]1, predict the reaction product. The product is: [CH3:1][O:2][C:3]1[CH:4]=[CH:5][C:6]([CH2:10][CH2:11][C:12]2[CH:13]=[CH:14][C:15]([O:18][CH3:19])=[CH:16][CH:17]=2)=[C:7]([NH:9][CH2:34][C:33]2[CH:32]=[CH:31][C:30]([O:29][CH2:28][CH2:27][N:21]3[CH2:26][CH2:25][CH2:24][CH2:23][CH2:22]3)=[CH:38][CH:37]=2)[CH:8]=1. (8) Given the reactants [CH3:1][C:2]1[C:11]([CH3:12])=[C:10]([O:13][Si:14]([C:17]([CH3:20])([CH3:19])[CH3:18])([CH3:16])[CH3:15])[C:9]2[C:4](=[CH:5][CH:6]=[CH:7][CH:8]=2)[N:3]=1.[O-]CC.[Na+].[N+:25]([C:28]1[CH:35]=[CH:34][C:31]([CH2:32]Br)=[CH:30][CH:29]=1)([O-:27])=[O:26].O, predict the reaction product. The product is: [N+:25]([C:28]1[CH:35]=[CH:34][C:31]([CH2:32][CH2:1][C:2]2[C:11]([CH3:12])=[C:10]([O:13][Si:14]([C:17]([CH3:20])([CH3:19])[CH3:18])([CH3:15])[CH3:16])[C:9]3[C:4](=[CH:5][CH:6]=[CH:7][CH:8]=3)[N:3]=2)=[CH:30][CH:29]=1)([O-:27])=[O:26]. (9) Given the reactants O.Cl.[CH2:3]([C:7]1([N:17]2[CH2:21][CH2:20][CH2:19][CH2:18]2)[CH2:16][CH2:15][C:10]2(OCC[O:11]2)[CH2:9][CH2:8]1)[CH2:4][CH2:5][CH3:6].[OH-].[Na+], predict the reaction product. The product is: [CH2:3]([C:7]1([N:17]2[CH2:21][CH2:20][CH2:19][CH2:18]2)[CH2:16][CH2:15][C:10](=[O:11])[CH2:9][CH2:8]1)[CH2:4][CH2:5][CH3:6]. (10) Given the reactants [NH2:1][CH2:2][CH:3]([C:9]1([CH3:14])[O:13][CH2:12][CH2:11][O:10]1)[C:4]([O:6][CH2:7][CH3:8])=[O:5].[CH3:15][C:16]1[CH:17]=[C:18]2[C:23](=O)[O:22][C:20](=[O:21])[C:19]2=[CH:25][CH:26]=1, predict the reaction product. The product is: [CH3:15][C:16]1[CH:17]=[C:18]2[C:19](=[CH:25][CH:26]=1)[C:20](=[O:21])[N:1]([CH2:2][CH:3]([C:9]1([CH3:14])[O:10][CH2:11][CH2:12][O:13]1)[C:4]([O:6][CH2:7][CH3:8])=[O:5])[C:23]2=[O:22].